The task is: Predict the reaction yield, written as a fraction of the theoretical maximum amount of product (1.0 means a 100% yield; for example, 0.34 means a 34% yield).. This data is from Reaction yield outcomes from USPTO patents with 853,638 reactions. (1) The catalyst is CCCC[N+](CCCC)(CCCC)CCCC.[I-].C1(C)C=CC=CC=1.[O-]S(C(F)(F)F)(=O)=O.[Zn+2].[O-]S(C(F)(F)F)(=O)=O. The yield is 0.190. The reactants are [N+:1]([C:4]1[CH:12]=[C:11]2[C:7]([CH:8]=[CH:9][NH:10]2)=[CH:6][CH:5]=1)([O-:3])=[O:2].CCN(C(C)C)C(C)C.[C:22](Br)([CH3:25])([CH3:24])[CH3:23]. The product is [C:22]([C:8]1[C:7]2[C:11](=[CH:12][C:4]([N+:1]([O-:3])=[O:2])=[CH:5][CH:6]=2)[NH:10][CH:9]=1)([CH3:25])([CH3:24])[CH3:23]. (2) The product is [CH2:1]([O:8][C:9]1[CH:14]=[N:39][N:12]([CH2:15][C:16]([C:18]2[CH:23]=[CH:22][C:21]([CH2:24][OH:25])=[CH:20][C:19]=2[CH3:26])=[O:17])[C:11](=[O:27])[CH:10]=1)[C:2]1[CH:7]=[CH:6][CH:5]=[CH:4][CH:3]=1. The yield is 0.810. The reactants are [CH2:1]([O:8][C:9]1[CH:14]=C[N:12]([CH2:15][C:16]([C:18]2[CH:23]=[CH:22][C:21]([CH2:24][OH:25])=[CH:20][C:19]=2[CH3:26])=[O:17])[C:11](=[O:27])[CH:10]=1)[C:2]1[CH:7]=[CH:6][CH:5]=[CH:4][CH:3]=1.C(OC1C=N[NH:39]C(=O)C=1)C1C=CC=CC=1. No catalyst specified. (3) The reactants are [Br:1][C:2]1[CH:3]=[C:4]([NH:9][C:10]([C:13]2[C:17]([NH:18][CH2:19][CH2:20][O:21][CH3:22])=[N:16][O:15][N:14]=2)=[N:11][OH:12])[CH:5]=[CH:6][C:7]=1[F:8].[C:23](N1C=CN=C1)(N1C=CN=C1)=[O:24]. The catalyst is C(OCC)(=O)C. The product is [Br:1][C:2]1[CH:3]=[C:4]([N:9]2[C:23](=[O:24])[O:12][N:11]=[C:10]2[C:13]2[C:17]([NH:18][CH2:19][CH2:20][O:21][CH3:22])=[N:16][O:15][N:14]=2)[CH:5]=[CH:6][C:7]=1[F:8]. The yield is 0.980. (4) The reactants are [Br:1][C:2]1[NH:3][C:4]2[CH:10]=[C:9]([Cl:11])[C:8]([Cl:12])=[CH:7][C:5]=2[N:6]=1.C/C(/O[Si](C)(C)C)=N\[Si](C)(C)C.FC(F)(F)S(O[Si](C)(C)C)(=O)=O.C(O[CH:41]1[O:54][CH2:53][C@@H:48]([O:49][C:50](=[O:52])[CH3:51])[C@@H:43]([O:44][C:45](=[O:47])[CH3:46])[CH2:42]1)(=O)C.C(=O)(O)[O-].[Na+]. The catalyst is ClCCCl. The product is [Br:1][C:2]1[N:3]([C@H:41]2[O:54][CH2:53][C@@H:48]([O:49][C:50](=[O:52])[CH3:51])[C@@H:43]([O:44][C:45](=[O:47])[CH3:46])[CH2:42]2)[C:4]2[CH:10]=[C:9]([Cl:11])[C:8]([Cl:12])=[CH:7][C:5]=2[N:6]=1. The yield is 0.520. (5) The reactants are [CH2:1]([O:8][C:9]1[C:32]([O:33][CH3:34])=[CH:31][C:12]([C:13]([N:15]2[C:23]3[C:18](=[CH:19][CH:20]=[C:21]([N+:24]([O-:26])=[O:25])[CH:22]=3)[CH2:17][CH:16]2[C:27](OC)=[O:28])=[O:14])=[C:11]([N+:35]([O-:37])=[O:36])[CH:10]=1)[C:2]1[CH:7]=[CH:6][CH:5]=[CH:4][CH:3]=1.C(=O)=O.CC(C)=O.CC(C[AlH]CC(C)C)C. The catalyst is ClCCl.C1(C)C=CC=CC=1.Cl.C(OCC)(=O)C.CO. The product is [CH2:1]([O:8][C:9]1[C:32]([O:33][CH3:34])=[CH:31][C:12]([C:13]([N:15]2[C:23]3[C:18](=[CH:19][CH:20]=[C:21]([N+:24]([O-:26])=[O:25])[CH:22]=3)[CH2:17][CH:16]2[CH:27]=[O:28])=[O:14])=[C:11]([N+:35]([O-:37])=[O:36])[CH:10]=1)[C:2]1[CH:7]=[CH:6][CH:5]=[CH:4][CH:3]=1. The yield is 0.645. (6) The reactants are [Cl:1][C:2]1[CH:7]=[CH:6][CH:5]=[CH:4][C:3]=1[NH:8][CH:9]1[CH2:14][CH2:13][N:12]([C:15](=[O:39])[CH2:16][NH:17][C:18]([C:20]2[CH:24]=[C:23]([C:25]3[CH:30]=[CH:29][CH:28]=[CH:27][C:26]=3[O:31]CC3C=CC=CC=3)[O:22][N:21]=2)=[O:19])[CH2:11][CH2:10]1. The catalyst is CO.C1COCC1.[Pd]. The product is [Cl:1][C:2]1[CH:7]=[CH:6][CH:5]=[CH:4][C:3]=1[NH:8][CH:9]1[CH2:14][CH2:13][N:12]([C:15](=[O:39])[CH2:16][NH:17][C:18]([C:20]2[CH:24]=[C:23]([C:25]3[CH:30]=[CH:29][CH:28]=[CH:27][C:26]=3[OH:31])[O:22][N:21]=2)=[O:19])[CH2:11][CH2:10]1. The yield is 0.130. (7) The reactants are [O:1]1[CH:5]=[CH:4][CH:3]=[C:2]1/[CH:6]=[CH:7]/[C:8]1C(=O)[C:11](=[O:14])[C:10]2([CH2:19][CH2:18][CH2:17][CH2:16][CH2:15]2)[N:9]=1.[NH2:20][C@H:21]([C:26]([OH:28])=[O:27])[CH2:22][CH2:23][S:24][CH3:25].C(OCC)(=[O:31])C.Cl. The catalyst is CN1CCOCC1.O. The product is [O:1]1[CH:5]=[CH:4][CH:3]=[C:2]1/[CH:6]=[CH:7]/[C:8]([NH:9][C:10]1([C:11]([NH:20][C@H:21]([C:26]([OH:28])=[O:27])[CH2:22][CH2:23][S:24][CH3:25])=[O:14])[CH2:15][CH2:16][CH2:17][CH2:18][CH2:19]1)=[O:31]. The yield is 0.0900.